From a dataset of Full USPTO retrosynthesis dataset with 1.9M reactions from patents (1976-2016). Predict the reactants needed to synthesize the given product. (1) Given the product [NH2:27][C:23]1[CH:24]=[C:25]2[C:20](=[CH:21][CH:22]=1)[CH2:19][C@:3]1([C:4]3[C:5](=[N:6][CH:7]=[CH:8][CH:9]=3)[NH:10][C:2]1=[O:1])[CH2:26]2, predict the reactants needed to synthesize it. The reactants are: [O:1]=[C:2]1[N:10](COCC[Si](C)(C)C)[C:5]2=[N:6][CH:7]=[CH:8][CH:9]=[C:4]2[C@:3]21[CH2:26][C:25]1[C:20](=[CH:21][CH:22]=[C:23]([NH:27]C(=O)OC(C)(C)C)[CH:24]=1)[CH2:19]2.Cl.C(N)CN.[OH-].[Na+]. (2) Given the product [CH:13]1([C:12]2[N:8]([C:4]3[CH:5]=[CH:6][CH:7]=[C:2]([N:23]4[CH2:28][CH2:27][O:26][CH2:25][CH2:24]4)[CH:3]=3)[N:9]=[CH:10][C:11]=2[C:19]([O:21][CH3:22])=[O:20])[CH2:18][CH2:17][CH2:16][CH2:15][CH2:14]1, predict the reactants needed to synthesize it. The reactants are: Br[C:2]1[CH:3]=[C:4]([N:8]2[C:12]([CH:13]3[CH2:18][CH2:17][CH2:16][CH2:15][CH2:14]3)=[C:11]([C:19]([O:21][CH3:22])=[O:20])[CH:10]=[N:9]2)[CH:5]=[CH:6][CH:7]=1.[NH:23]1[CH2:28][CH2:27][O:26][CH2:25][CH2:24]1.C1C=CC(P(C2C(C3C(P(C4C=CC=CC=4)C4C=CC=CC=4)=CC=C4C=3C=CC=C4)=C3C(C=CC=C3)=CC=2)C2C=CC=CC=2)=CC=1.CC(C)([O-])C.[Na+]. (3) Given the product [N:23]1([C:28]2[CH:29]=[C:30]3[C:34](=[CH:35][CH:36]=2)[N:33]([CH2:2][C:3]2[CH:8]=[CH:7][C:6]([C:9]4[CH:10]([CH3:22])[CH2:11][N:12]([C:15]([O:17][C:18]([CH3:21])([CH3:20])[CH3:19])=[O:16])[CH2:13][CH:14]=4)=[CH:5][N:4]=2)[CH:32]=[CH:31]3)[CH:27]=[N:26][CH:25]=[N:24]1, predict the reactants needed to synthesize it. The reactants are: O[CH2:2][C:3]1[CH:8]=[CH:7][C:6]([C:9]2[CH:10]([CH3:22])[CH2:11][N:12]([C:15]([O:17][C:18]([CH3:21])([CH3:20])[CH3:19])=[O:16])[CH2:13][CH:14]=2)=[CH:5][N:4]=1.[N:23]1([C:28]2[CH:29]=[C:30]3[C:34](=[CH:35][CH:36]=2)[NH:33][CH:32]=[CH:31]3)[CH:27]=[N:26][CH:25]=[N:24]1. (4) Given the product [Cl:1][C:2]1[C:7]([Cl:8])=[C:6]([C:9]([OH:18])([C:10]([F:12])([F:13])[F:11])[C:14]([F:15])([F:17])[F:16])[CH:5]=[CH:4][C:3]=1[C:19]1[S:23][C:22]([C:24]([N:26]2[CH2:44][C:42]3([CH2:43][S:40](=[O:39])[CH2:41]3)[CH2:31]2)=[O:25])=[N:21][C:20]=1[C:32]([OH:34])=[O:33], predict the reactants needed to synthesize it. The reactants are: [Cl:1][C:2]1[C:7]([Cl:8])=[C:6]([C:9]([OH:18])([C:14]([F:17])([F:16])[F:15])[C:10]([F:13])([F:12])[F:11])[CH:5]=[CH:4][C:3]=1[C:19]1[S:23][C:22]([C:24]([N:26]2[CH2:31]CSCC2)=[O:25])=[N:21][C:20]=1[C:32]([O:34]C(C)(C)C)=[O:33].[O:39]=[S:40]1[CH2:43][C:42]2(CN(C(C3SC=C(C(OC(C)(C)C)=O)N=3)=O)[CH2:44]2)[CH2:41]1. (5) Given the product [CH:1]1([C:7]2[C:8]3[CH:9]=[CH:10][C:11]([C:30]([NH:31][S:32]([CH:35]4[CH2:36][CH2:37]4)(=[O:34])=[O:33])=[O:38])=[CH:12][C:13]=3[N:14]3[CH2:20][C:19]([C:21]([N:42]4[CH2:43][CH2:44][CH2:45][N:39]([CH2:46][CH2:47][CH2:48][N:49]5[CH2:50][CH2:51][O:52][CH2:53][CH2:54]5)[CH2:40][CH2:41]4)=[O:23])=[CH:18][C:17]4[CH:24]=[C:25]([O:28][CH3:29])[CH:26]=[CH:27][C:16]=4[C:15]=23)[CH2:2][CH2:3][CH2:4][CH2:5][CH2:6]1, predict the reactants needed to synthesize it. The reactants are: [CH:1]1([C:7]2[C:8]3[CH:9]=[CH:10][C:11]([C:30](=[O:38])[NH:31][S:32]([CH:35]4[CH2:37][CH2:36]4)(=[O:34])=[O:33])=[CH:12][C:13]=3[N:14]3[CH2:20][C:19]([C:21]([OH:23])=O)=[CH:18][C:17]4[CH:24]=[C:25]([O:28][CH3:29])[CH:26]=[CH:27][C:16]=4[C:15]=23)[CH2:6][CH2:5][CH2:4][CH2:3][CH2:2]1.[N:39]1([CH2:46][CH2:47][CH2:48][N:49]2[CH2:54][CH2:53][O:52][CH2:51][CH2:50]2)[CH2:45][CH2:44][CH2:43][NH:42][CH2:41][CH2:40]1.CN(C(ON1N=NC2C=CC=NC1=2)=[N+](C)C)C.F[P-](F)(F)(F)(F)F. (6) Given the product [C:29]([O:28][CH:26]([C:23]1[S:24][CH:25]=[C:21]([C:19](=[O:20])[NH:18][C@@H:16]([CH3:17])[CH2:15][N:12]2[CH:13]=[CH:14][C:10]([C:4]3[CH:5]=[CH:6][C:7]([C:8]#[N:9])=[C:2]([Cl:1])[CH:3]=3)=[N:11]2)[N:22]=1)[CH3:27])(=[O:31])[CH3:30], predict the reactants needed to synthesize it. The reactants are: [Cl:1][C:2]1[CH:3]=[C:4]([C:10]2[CH:14]=[CH:13][N:12]([CH2:15][C@@H:16]([NH:18][C:19]([C:21]3[N:22]=[C:23]([CH:26]([OH:28])[CH3:27])[S:24][CH:25]=3)=[O:20])[CH3:17])[N:11]=2)[CH:5]=[CH:6][C:7]=1[C:8]#[N:9].[C:29](OC(=O)C)(=[O:31])[CH3:30]. (7) Given the product [N:1]1([C:6]2[CH:11]=[CH:10][C:9](/[CH:12]=[CH:13]/[C:14]([C:16]3[CH:17]=[C:18]([Cl:23])[CH:19]=[C:20]([Cl:22])[CH:21]=3)([OH:15])[C:25]([F:27])([F:26])[F:24])=[CH:8][CH:7]=2)[CH:5]=[N:4][CH:3]=[N:2]1, predict the reactants needed to synthesize it. The reactants are: [N:1]1([C:6]2[CH:11]=[CH:10][C:9](/[CH:12]=[CH:13]/[C:14]([C:16]3[CH:21]=[C:20]([Cl:22])[CH:19]=[C:18]([Cl:23])[CH:17]=3)=[O:15])=[CH:8][CH:7]=2)[CH:5]=[N:4][CH:3]=[N:2]1.[F:24][C:25]([Si](C)(C)C)([F:27])[F:26].[F-].C([N+](CCCC)(CCCC)CCCC)CCC.Cl.